Dataset: Peptide-MHC class I binding affinity with 185,985 pairs from IEDB/IMGT. Task: Regression. Given a peptide amino acid sequence and an MHC pseudo amino acid sequence, predict their binding affinity value. This is MHC class I binding data. (1) The peptide sequence is IHIPGDTLF. The MHC is HLA-B15:09 with pseudo-sequence HLA-B15:09. The binding affinity (normalized) is 0.378. (2) The peptide sequence is STNTLPTEY. The MHC is HLA-A69:01 with pseudo-sequence HLA-A69:01. The binding affinity (normalized) is 0.0847. (3) The peptide sequence is ERYPGGVSL. The MHC is HLA-A02:19 with pseudo-sequence HLA-A02:19. The binding affinity (normalized) is 0.0847.